The task is: Predict the product of the given reaction.. This data is from Forward reaction prediction with 1.9M reactions from USPTO patents (1976-2016). Given the reactants [NH2:1][C:2]1[CH:3]=[CH:4][C:5]2[CH2:8][CH:7]([C:9]#[N:10])[C:6]=2[CH:11]=1.[CH3:12][O:13][CH:14]([O:17][CH3:18])[CH:15]=O.C(O[BH-](OC(=O)C)OC(=O)C)(=O)C.[Na+].C([O-])(O)=O.[Na+], predict the reaction product. The product is: [CH3:12][O:13][CH:14]([O:17][CH3:18])[CH2:15][NH:1][C:2]1[CH:3]=[CH:4][C:5]2[CH2:8][CH:7]([C:9]#[N:10])[C:6]=2[CH:11]=1.